Dataset: Full USPTO retrosynthesis dataset with 1.9M reactions from patents (1976-2016). Task: Predict the reactants needed to synthesize the given product. (1) The reactants are: Cl.[NH2:2][OH:3].C(=O)(O)[O-].[Na+].[CH:9]1([C@H:13]([NH:15][C:16]2[N:24]=[C:23]([C:25]#[N:26])[N:22]=[C:21]3[C:17]=2[N:18]([CH2:36][C@H:37]2[CH2:42][CH2:41][C@H:40]([CH3:43])[CH2:39][CH2:38]2)[C:19]([CH:27]([O:34][CH3:35])[C:28]2[CH:33]=[CH:32][CH:31]=[CH:30][CH:29]=2)=[N:20]3)[CH3:14])[CH2:12][CH2:11][CH2:10]1. Given the product [CH:9]1([C@H:13]([NH:15][C:16]2[N:24]=[C:23]([C:25](=[NH:26])[NH:2][OH:3])[N:22]=[C:21]3[C:17]=2[N:18]([CH2:36][C@H:37]2[CH2:38][CH2:39][C@H:40]([CH3:43])[CH2:41][CH2:42]2)[C:19]([CH:27]([O:34][CH3:35])[C:28]2[CH:29]=[CH:30][CH:31]=[CH:32][CH:33]=2)=[N:20]3)[CH3:14])[CH2:10][CH2:11][CH2:12]1, predict the reactants needed to synthesize it. (2) Given the product [Cl:59][C:57]1[CH:56]=[CH:55][C:54]([N:60]2[CH:64]=[N:63][N:62]=[N:61]2)=[C:53](/[CH:52]=[CH:51]/[C:50]([N:25]2[CH2:26][CH:27]([C:44]3[CH:45]=[CH:46][CH:47]=[CH:48][CH:49]=3)[CH2:28][CH:29]([O:30][CH:31]3[CH2:36][CH2:35][NH:34][CH2:33][CH2:32]3)[CH:24]2[C:22]([NH:21][C:18]2[CH:17]=[CH:16][C:15]([C:13]([OH:14])=[O:12])=[CH:20][CH:19]=2)=[O:23])=[O:65])[CH:58]=1, predict the reactants needed to synthesize it. The reactants are: FC(F)(F)C(O)=O.C([O:12][C:13]([C:15]1[CH:20]=[CH:19][C:18]([NH:21][C:22]([CH:24]2[CH:29]([O:30][CH:31]3[CH2:36][CH2:35][N:34](C(OC(C)(C)C)=O)[CH2:33][CH2:32]3)[CH2:28][CH:27]([C:44]3[CH:49]=[CH:48][CH:47]=[CH:46][CH:45]=3)[CH2:26][N:25]2[C:50](=[O:65])/[CH:51]=[CH:52]/[C:53]2[CH:58]=[C:57]([Cl:59])[CH:56]=[CH:55][C:54]=2[N:60]2[CH:64]=[N:63][N:62]=[N:61]2)=[O:23])=[CH:17][CH:16]=1)=[O:14])(C)(C)C. (3) Given the product [N:20]1([C:18]([C:15]2[CH:16]=[CH:17][C:12]([NH:11][C:4]3[C:5]4[N:6]([CH:8]=[CH:9][N:10]=4)[CH:7]=[C:2]([C:33]4[CH:34]=[C:29]([CH:30]=[CH:31][CH:32]=4)[C:26]([OH:28])=[O:27])[N:3]=3)=[CH:13][CH:14]=2)=[O:19])[CH2:25][CH2:24][O:23][CH2:22][CH2:21]1, predict the reactants needed to synthesize it. The reactants are: Br[C:2]1[N:3]=[C:4]([NH:11][C:12]2[CH:17]=[CH:16][C:15]([C:18]([N:20]3[CH2:25][CH2:24][O:23][CH2:22][CH2:21]3)=[O:19])=[CH:14][CH:13]=2)[C:5]2[N:6]([CH:8]=[CH:9][N:10]=2)[CH:7]=1.[C:26]([C:29]1[CH:30]=[C:31](B(O)O)[CH:32]=[CH:33][CH:34]=1)([OH:28])=[O:27]. (4) Given the product [Cl:26][CH2:25][C@H:13]1[C:12]2[C:11]3[CH:27]=[CH:28][CH:29]=[CH:30][C:10]=3[C:9]([OH:8])=[CH:17][C:16]=2[N:15]([C:18]([O:20][C:21]([CH3:24])([CH3:23])[CH3:22])=[O:19])[CH2:14]1, predict the reactants needed to synthesize it. The reactants are: C([O:8][C:9]1[C:10]2[CH:30]=[CH:29][CH:28]=[CH:27][C:11]=2[C:12]2[C@H:13]([CH2:25][Cl:26])[CH2:14][N:15]([C:18]([O:20][C:21]([CH3:24])([CH3:23])[CH3:22])=[O:19])[C:16]=2[CH:17]=1)C1C=CC=CC=1.C([O-])=O.[NH4+]. (5) Given the product [Br:1][C:2]1[CH:6]=[C:5]([I:7])[S:4][C:3]=1[C:8]1[N:12]=[CH:11][N:10]([CH2:32][O:31][CH2:30][CH2:29][Si:28]([CH3:35])([CH3:34])[CH3:27])[N:9]=1, predict the reactants needed to synthesize it. The reactants are: [Br:1][C:2]1[CH:6]=[C:5]([I:7])[S:4][C:3]=1[C:8]1[NH:12][CH:11]=[N:10][N:9]=1.C(N(CC)C(C)C)(C)C.CN(C)C=O.[CH3:27][Si:28]([CH3:35])([CH3:34])[CH2:29][CH2:30][O:31][CH2:32]Cl.